Dataset: Full USPTO retrosynthesis dataset with 1.9M reactions from patents (1976-2016). Task: Predict the reactants needed to synthesize the given product. (1) Given the product [F:1][C:2]1[CH:3]=[C:4]2[C:9](=[CH:10][CH:11]=1)[N:8]=[C:7]([NH:12][C@H:13]1[CH2:17][CH2:16][C@H:15]([NH2:18])[CH2:14]1)[CH:6]=[C:5]2[CH3:26], predict the reactants needed to synthesize it. The reactants are: [F:1][C:2]1[CH:3]=[C:4]2[C:9](=[CH:10][CH:11]=1)[N:8]=[C:7]([NH:12][C@H:13]1[CH2:17][CH2:16][C@H:15]([NH:18]C(=O)OC(C)(C)C)[CH2:14]1)[CH:6]=[C:5]2[CH3:26].C(O)(C(F)(F)F)=O.[OH-].[Na+]. (2) Given the product [Cl:2][C:3]1[CH:4]=[CH:5][C:6]2[N:7]([C:9]([CH2:19][NH:29][C:24]3[N:25]=[C:26]([F:28])[CH:27]=[C:22]([F:21])[N:23]=3)=[C:10]([C:12]3[CH:17]=[CH:16][C:15]([F:18])=[CH:14][CH:13]=3)[N:11]=2)[CH:8]=1, predict the reactants needed to synthesize it. The reactants are: Cl.[Cl:2][C:3]1[CH:4]=[CH:5][C:6]2[N:7]([C:9]([CH2:19]Cl)=[C:10]([C:12]3[CH:17]=[CH:16][C:15]([F:18])=[CH:14][CH:13]=3)[N:11]=2)[CH:8]=1.[F:21][C:22]1[CH:27]=[C:26]([F:28])[N:25]=[C:24]([NH2:29])[N:23]=1. (3) Given the product [Cl:1][C:2]1[C:7]2[C:8](=[O:9])[N:10]([C:14]3[CH:19]=[CH:18][C:17]([N:20]4[CH2:24][CH2:23][N:22]([CH2:25][C:26]([O:28][CH2:29][CH3:30])=[O:27])[C:21]4=[O:31])=[C:16]([CH2:37][CH3:38])[CH:15]=3)[CH2:11][CH2:12][O:13][C:6]=2[N:5]=[CH:4][N:3]=1, predict the reactants needed to synthesize it. The reactants are: [Cl:1][C:2]1[C:7]([C:8]([N:10]([C:14]2[CH:19]=[CH:18][C:17]([N:20]3[CH2:24][CH2:23][N:22]([CH2:25][C:26]([O:28][CH2:29][CH3:30])=[O:27])[C:21]3=[O:31])=[C:16](CC)[CH:15]=2)[CH2:11][CH2:12][OH:13])=[O:9])=[C:6](Cl)[N:5]=[CH:4][N:3]=1.N.O1CCO[CH2:38][CH2:37]1. (4) The reactants are: [OH-:1].[C:2]1(/[CH:8]=[CH:9]/B(O)O)[CH:7]=[CH:6][CH:5]=[CH:4][CH:3]=1. Given the product [CH:9](/[C:4]1[CH:5]=[CH:6][C:7]2[O:1][C:9]3[CH:4]=[CH:3][C:2](/[CH:9]=[CH:8]/[C:2]4[CH:7]=[CH:6][CH:5]=[CH:4][CH:3]=4)=[CH:7][C:8]=3[C:2]=2[CH:3]=1)=[CH:8]\[C:2]1[CH:7]=[CH:6][CH:5]=[CH:4][CH:3]=1, predict the reactants needed to synthesize it. (5) The reactants are: [Li+].C[Si]([N-][Si](C)(C)C)(C)C.[C:11]1([NH2:17])[CH:16]=[CH:15][CH:14]=[CH:13][CH:12]=1.[Cl:18][C:19]1[CH:24]=[CH:23][CH:22]=[C:21](F)[C:20]=1[N+:26]([O-:28])=[O:27].[NH4+].[Cl-]. Given the product [Cl:18][C:19]1[C:20]([N+:26]([O-:28])=[O:27])=[C:21]([NH:17][C:11]2[CH:16]=[CH:15][CH:14]=[CH:13][CH:12]=2)[CH:22]=[CH:23][CH:24]=1, predict the reactants needed to synthesize it. (6) The reactants are: [CH:1]1([C:7]2[C:8]3[CH:9]=[CH:10][C:11]([C:31]([O:33]C)=[O:32])=[CH:12][C:13]=3[N:14]3[CH2:21][CH2:20][N:19]([CH2:22][CH2:23][N:24]([CH3:26])[CH3:25])[CH2:18][C:17]4[CH:27]=[CH:28][CH:29]=[CH:30][C:16]=4[C:15]=23)[CH2:6][CH2:5][CH2:4][CH2:3][CH2:2]1.[OH-].[Na+]. Given the product [CH:1]1([C:7]2[C:8]3[CH:9]=[CH:10][C:11]([C:31]([OH:33])=[O:32])=[CH:12][C:13]=3[N:14]3[CH2:21][CH2:20][N:19]([CH2:22][CH2:23][N:24]([CH3:26])[CH3:25])[CH2:18][C:17]4[CH:27]=[CH:28][CH:29]=[CH:30][C:16]=4[C:15]=23)[CH2:6][CH2:5][CH2:4][CH2:3][CH2:2]1, predict the reactants needed to synthesize it. (7) Given the product [NH2:19][C:15]1[N:16]=[CH:17][C:18]2[C:10]([C:8]([C:4]3[CH:3]=[C:2]([NH:1][C:50](=[O:51])[CH2:49][N:48]4[C:44]([CH3:43])=[CH:45][C:46]([C:53]([F:56])([F:55])[F:54])=[N:47]4)[CH:7]=[N:6][CH:5]=3)=[O:9])=[CH:11][N:12]([C:31]([CH3:41])([CH3:42])[CH2:32][OH:33])[C:13]=2[N:14]=1, predict the reactants needed to synthesize it. The reactants are: [NH2:1][C:2]1[CH:3]=[C:4]([C:8]([C:10]2[C:18]3[CH:17]=[N:16][C:15]([NH:19]CC4C=CC(OC)=CC=4OC)=[N:14][C:13]=3[N:12]([C:31]([CH3:42])([CH3:41])[CH2:32][O:33][Si](C(C)(C)C)(C)C)[CH:11]=2)=[O:9])[CH:5]=[N:6][CH:7]=1.[CH3:43][C:44]1[N:48]([CH2:49][C:50](O)=[O:51])[N:47]=[C:46]([C:53]([F:56])([F:55])[F:54])[CH:45]=1.